This data is from Reaction yield outcomes from USPTO patents with 853,638 reactions. The task is: Predict the reaction yield, written as a fraction of the theoretical maximum amount of product (1.0 means a 100% yield; for example, 0.34 means a 34% yield). (1) The reactants are [CH:1]([C:3]1[CH:8]=[CH:7][C:6]([OH:9])=[CH:5][CH:4]=1)=[O:2].I[CH2:11][CH2:12][CH2:13][CH2:14][CH2:15][CH3:16].C([O-])([O-])=O.[K+].[K+].O. The catalyst is C(#N)C. The product is [CH2:11]([O:9][C:6]1[CH:7]=[CH:8][C:3]([CH:1]=[O:2])=[CH:4][CH:5]=1)[CH2:12][CH2:13][CH2:14][CH2:15][CH3:16]. The yield is 0.980. (2) The reactants are [Br:1][C:2]1[C:3](=[O:19])[C:4]([O:17][CH3:18])=[C:5]2[C:13](=[O:14])[N:12]([CH2:15][CH3:16])[CH2:11][CH:7]3[CH2:8][CH2:9][C:10]=1[N:6]23.[Li+].[CH3:21][Si]([N-][Si](C)(C)C)(C)C.CI. The catalyst is C1COCC1. The product is [Br:1][C:2]1[C:3](=[O:19])[C:4]([O:17][CH3:18])=[C:5]2[C:13](=[O:14])[N:12]([CH2:15][CH3:16])[CH2:11][CH:7]3[CH2:8][CH:9]([CH3:21])[C:10]=1[N:6]23. The yield is 0.570. (3) The reactants are [I:1][C:2]1[CH:3]=[N:4][NH:5][CH:6]=1.[H-].[Na+].Br[CH2:10][CH2:11][CH2:12][CH2:13][C:14]([F:17])([F:16])[F:15].CCCCCC. The catalyst is CN(C=O)C.O.CCOCC. The product is [I:1][C:2]1[CH:3]=[N:4][N:5]([CH2:10][CH2:11][CH2:12][CH2:13][C:14]([F:17])([F:16])[F:15])[CH:6]=1. The yield is 0.830. (4) The reactants are [C:1]([C:5]1[CH:14]=[CH:13][C:12]([NH2:15])=[CH:11][C:6]=1[C:7](OC)=[O:8])([CH3:4])([CH3:3])[CH3:2].[H-].[H-].[H-].[H-].[Li+].[Al+3]. The catalyst is C1COCC1.O. The product is [C:1]([C:5]1[CH:14]=[CH:13][C:12]([NH2:15])=[CH:11][C:6]=1[CH2:7][OH:8])([CH3:4])([CH3:2])[CH3:3]. The yield is 0.200. (5) The reactants are [NH2:1][C:2]1[S:3][C:4]([C:8]([OH:10])=O)=[C:5]([CH3:7])[N:6]=1.C(N(CC)C(C)C)(C)C.Cl.CN(C)CCCN=C=NCC.O.ON1C2C=CC=CC=2N=N1.[CH2:43]([NH2:50])[C:44]1[CH:49]=[CH:48][CH:47]=[CH:46][CH:45]=1. The catalyst is CN(C)C=O.C(OCC)(=O)C. The product is [NH2:1][C:2]1[S:3][C:4]([C:8]([NH:50][CH2:43][C:44]2[CH:49]=[CH:48][CH:47]=[CH:46][CH:45]=2)=[O:10])=[C:5]([CH3:7])[N:6]=1. The yield is 0.600. (6) The reactants are C([O:3][C:4](=[O:31])[C@@H:5]([NH:13][C:14](=[O:30])[CH:15]([NH:22][C:23]([O:25][C:26]([CH3:29])([CH3:28])[CH3:27])=[O:24])[C:16]1[CH:21]=[CH:20][CH:19]=[CH:18][CH:17]=1)[CH2:6][C:7]1[CH:12]=[CH:11][CH:10]=[CH:9][CH:8]=1)C.O1CCCC1.O.O.[OH-].[Li+].Cl. The product is [C:26]([O:25][C:23]([NH:22][CH:15]([C:16]1[CH:17]=[CH:18][CH:19]=[CH:20][CH:21]=1)[C:14]([NH:13][C@@H:5]([CH2:6][C:7]1[CH:8]=[CH:9][CH:10]=[CH:11][CH:12]=1)[C:4]([OH:31])=[O:3])=[O:30])=[O:24])([CH3:29])([CH3:27])[CH3:28]. The yield is 1.00. The catalyst is [Cl-].[Na+].O.O. (7) The reactants are [NH2:1][CH2:2][CH2:3][CH2:4][C:5]([CH3:9])([CH3:8])[CH2:6][OH:7].[C:10](=[S:12])=S. The catalyst is C(O)C. The product is [OH:7][CH2:6][C:5]([CH3:9])([CH3:8])[CH2:4][CH2:3][CH2:2][NH:1][C:10]([NH:1][CH2:2][CH2:3][CH2:4][C:5]([CH3:9])([CH3:8])[CH2:6][OH:7])=[S:12]. The yield is 0.750.